This data is from Reaction yield outcomes from USPTO patents with 853,638 reactions. The task is: Predict the reaction yield, written as a fraction of the theoretical maximum amount of product (1.0 means a 100% yield; for example, 0.34 means a 34% yield). (1) The reactants are CC(OC(/N=N/C(OC(C)C)=O)=O)C.C1(P(C2C=CC=CC=2)C2C=CC=CC=2)C=CC=CC=1.O[CH2:35][C@H:36]1[C:45]2[C:40](=[CH:41][CH:42]=[CH:43][CH:44]=2)[CH2:39][CH2:38][N:37]1[C:46]([O:48][C:49]([CH3:52])([CH3:51])[CH3:50])=[O:47].[C:53]1(=[O:63])[NH:57][C:56](=[O:58])[C:55]2=[CH:59][CH:60]=[CH:61][CH:62]=[C:54]12. The catalyst is ClCCl.O. The product is [O:63]=[C:53]1[C:54]2[CH:62]=[CH:61][CH:60]=[CH:59][C:55]=2[C:56](=[O:58])[N:57]1[CH2:35][C@H:36]1[C:45]2[C:40](=[CH:41][CH:42]=[CH:43][CH:44]=2)[CH2:39][CH2:38][N:37]1[C:46]([O:48][C:49]([CH3:52])([CH3:51])[CH3:50])=[O:47]. The yield is 0.710. (2) The reactants are C(O[CH:5]=[CH2:6])(=O)C.BrBr.O=[C:10]([CH3:17])[CH2:11][C:12]([O:14][CH2:15][CH3:16])=[O:13].[NH3:18]. The catalyst is O. The product is [CH3:17][C:10]1[NH:18][CH:5]=[CH:6][C:11]=1[C:12]([O:14][CH2:15][CH3:16])=[O:13]. The yield is 0.350. (3) The catalyst is ClCCl.CCCCCC. The product is [Cl:1][C:2]1[C:10]([Cl:11])=[CH:9][C:5]([C:6]([NH:13][C:14]2[CH:15]=[CH:16][C:17]([C:20]([O:22][CH3:23])=[O:21])=[N:18][CH:19]=2)=[O:7])=[C:4]([F:12])[CH:3]=1. The yield is 0.810. The reactants are [Cl:1][C:2]1[C:10]([Cl:11])=[CH:9][C:5]([C:6](Cl)=[O:7])=[C:4]([F:12])[CH:3]=1.[NH2:13][C:14]1[CH:15]=[CH:16][C:17]([C:20]([O:22][CH3:23])=[O:21])=[N:18][CH:19]=1.N1C=CC=CC=1.Cl. (4) The yield is 0.660. The catalyst is C1(C)C(C)=CC=CC=1.C1C=CC([P]([Pd]([P](C2C=CC=CC=2)(C2C=CC=CC=2)C2C=CC=CC=2)([P](C2C=CC=CC=2)(C2C=CC=CC=2)C2C=CC=CC=2)[P](C2C=CC=CC=2)(C2C=CC=CC=2)C2C=CC=CC=2)(C2C=CC=CC=2)C2C=CC=CC=2)=CC=1. The reactants are [CH3:1][O:2][C:3](=[O:12])[C:4]1[CH:9]=[CH:8][C:7](Cl)=[N:6][C:5]=1[NH2:11].[CH:13]([Sn](CCCC)(CCCC)CCCC)=[CH2:14].O.C(OCC)(=O)C. The product is [CH3:1][O:2][C:3](=[O:12])[C:4]1[CH:9]=[CH:8][C:7]([CH:13]=[CH2:14])=[N:6][C:5]=1[NH2:11]. (5) The reactants are [C:1]([O:5][C:6]([N:8]1[C:16]2[C:11](=[CH:12][C:13]([CH:17]=[CH2:18])=[CH:14][CH:15]=2)[CH2:10][CH2:9]1)=[O:7])([CH3:4])([CH3:3])[CH3:2].Br[CH:20]([C:25]1[CH:26]=[C:27]([Cl:33])[C:28]([F:32])=[C:29]([Cl:31])[CH:30]=1)[C:21]([F:24])([F:23])[F:22].N1C=CC=CC=1C1C=CC=CN=1. The catalyst is ClC1C=CC=CC=1Cl.Cl[Cu]. The product is [Cl:31][C:29]1[CH:30]=[C:25]([CH:20]([C:21]([F:24])([F:23])[F:22])/[CH:18]=[CH:17]/[C:13]2[CH:12]=[C:11]3[C:16](=[CH:15][CH:14]=2)[N:8]([C:6]([O:5][C:1]([CH3:4])([CH3:3])[CH3:2])=[O:7])[CH2:9][CH2:10]3)[CH:26]=[C:27]([Cl:33])[C:28]=1[F:32]. The yield is 0.610. (6) The reactants are [I:1][C:2]1[C:3]([CH3:8])=[N:4][NH:5][C:6]=1[CH3:7].[CH3:9][C:10]1[CH:15]=[CH:14][C:13]([S:16](Cl)(=[O:18])=[O:17])=[CH:12][CH:11]=1.N1C=CC=CC=1. The catalyst is C(Cl)Cl. The product is [I:1][C:2]1[C:3]([CH3:8])=[N:4][N:5]([S:16]([C:13]2[CH:14]=[CH:15][C:10]([CH3:9])=[CH:11][CH:12]=2)(=[O:18])=[O:17])[C:6]=1[CH3:7]. The yield is 0.740. (7) The reactants are [F:1][C:2]1[CH:3]=[C:4]([C:16]#[N:17])[C:5]([C:8]2[C:13]([F:14])=[CH:12][CH:11]=[CH:10][C:9]=2[F:15])=[CH:6][CH:7]=1.[Br:18]N1C(C)(C)C(=O)N(Br)C1=O.S(=O)(=O)(O)O.O. The yield is 0.940. The product is [Br:18][C:12]1[C:13]([F:14])=[C:8]([C:5]2[C:4]([C:16]#[N:17])=[CH:3][C:2]([F:1])=[CH:7][CH:6]=2)[C:9]([F:15])=[CH:10][CH:11]=1. The catalyst is C(#N)C.